From a dataset of Full USPTO retrosynthesis dataset with 1.9M reactions from patents (1976-2016). Predict the reactants needed to synthesize the given product. (1) Given the product [CH3:11][N:12]1[C:8](=[O:10])[C:3]2[N:4]=[CH:5][CH:6]=[CH:7][C:2]=2[N:1]=[C:28]1[C:27]1[CH:30]=[CH:31][C:24]([O:23][CH2:22][CH2:21][CH2:20][N:16]2[CH2:17][CH2:18][CH2:19][C@H:14]([CH3:13])[CH2:15]2)=[CH:25][CH:26]=1, predict the reactants needed to synthesize it. The reactants are: [NH2:1][C:2]1[C:3]([C:8]([OH:10])=O)=[N:4][CH:5]=[CH:6][CH:7]=1.[CH3:11][NH2:12].[CH3:13][C@H:14]1[CH2:19][CH2:18][CH2:17][N:16]([CH2:20][CH2:21][CH2:22][O:23][C:24]2[CH:31]=[CH:30][C:27]([CH:28]=O)=[CH:26][CH:25]=2)[CH2:15]1. (2) Given the product [NH2:29][C:30]1[C:31]([C:37]([NH:1][C:2]2[CH:7]=[C:6]([C:8](=[O:15])[C:9]3[CH:10]=[CH:11][CH:12]=[CH:13][CH:14]=3)[CH:5]=[CH:4][C:3]=2[N:16]2[CH2:21][CH2:20][N:19]([C:22]([O:24][C:25]([CH3:28])([CH3:27])[CH3:26])=[O:23])[CH2:18][CH2:17]2)=[O:38])=[N:32][C:33]([Br:36])=[CH:34][N:35]=1, predict the reactants needed to synthesize it. The reactants are: [NH2:1][C:2]1[CH:7]=[C:6]([C:8](=[O:15])[C:9]2[CH:14]=[CH:13][CH:12]=[CH:11][CH:10]=2)[CH:5]=[CH:4][C:3]=1[N:16]1[CH2:21][CH2:20][N:19]([C:22]([O:24][C:25]([CH3:28])([CH3:27])[CH3:26])=[O:23])[CH2:18][CH2:17]1.[NH2:29][C:30]1[C:31]([C:37](O)=[O:38])=[N:32][C:33]([Br:36])=[CH:34][N:35]=1. (3) The reactants are: [CH3:1][C:2]1[NH:7][C:6](=[O:8])[C:5]([C:9]#[N:10])=[C:4]([C:11]2[CH:16]=[CH:15][N:14]=[CH:13][CH:12]=2)[CH:3]=1.[BH4-].[Na+].II.Cl. Given the product [NH2:10][CH2:9][C:5]1[C:6](=[O:8])[NH:7][C:2]([CH3:1])=[CH:3][C:4]=1[C:11]1[CH:12]=[CH:13][N:14]=[CH:15][CH:16]=1, predict the reactants needed to synthesize it. (4) Given the product [Cl:1][C:2]1[N:7]=[C:6]([O:8][C:9]2[CH:10]=[C:11]([CH3:25])[C:12]3[CH:16]([CH2:17][C:18]([OH:20])=[O:19])[O:15][B:14]([OH:23])[C:13]=3[CH:24]=2)[CH:5]=[CH:4][CH:3]=1, predict the reactants needed to synthesize it. The reactants are: [Cl:1][C:2]1[N:7]=[C:6]([O:8][C:9]2[CH:10]=[C:11]([CH3:25])[C:12]3[CH:16]([CH2:17][C:18]([O:20]CC)=[O:19])[O:15][B:14]([OH:23])[C:13]=3[CH:24]=2)[CH:5]=[CH:4][CH:3]=1.[OH-].[Na+]. (5) Given the product [Cl:10][C:11]1[C:16]([N+:17]([O-:19])=[O:18])=[C:15]([NH:3][NH:2][C:1]([O:5][C:6]([CH3:9])([CH3:8])[CH3:7])=[O:4])[C:14]([CH3:21])=[C:13]([CH3:22])[N:12]=1, predict the reactants needed to synthesize it. The reactants are: [C:1]([O:5][C:6]([CH3:9])([CH3:8])[CH3:7])(=[O:4])[NH:2][NH2:3].[Cl:10][C:11]1[C:16]([N+:17]([O-:19])=[O:18])=[C:15](Cl)[C:14]([CH3:21])=[C:13]([CH3:22])[N:12]=1.C(N(CC)CC)C.O. (6) Given the product [Cl:18][C:15]1[CH:16]=[CH:17][C:12]([N:7]2[C:8]3[C:4](=[CH:3][C:2]([OH:27])=[C:10]([F:11])[CH:9]=3)[CH:5]=[CH:6]2)=[CH:13][CH:14]=1, predict the reactants needed to synthesize it. The reactants are: Br[C:2]1[CH:3]=[C:4]2[C:8](=[CH:9][C:10]=1[F:11])[N:7]([C:12]1[CH:17]=[CH:16][C:15]([Cl:18])=[CH:14][CH:13]=1)[CH:6]=[CH:5]2.[Li]CCCC.C([O:27]B(OC(C)C)OC(C)C)(C)C.OO. (7) Given the product [Cl:1][C:2]1[CH:3]=[CH:4][C:5]([C:8]2[S:9][CH:10]=[C:11]([CH2:13][S:14][C:15]3[C:20]([C:21]#[N:22])=[C:19]([C:23]4[CH:28]=[CH:27][C:26]([O:29][CH2:30][CH2:31][OH:32])=[CH:25][CH:24]=4)[C:18]([C:33]#[N:34])=[C:17]([NH:38][CH:35]([CH3:37])[CH3:36])[N:16]=3)[N:12]=2)=[CH:6][CH:7]=1, predict the reactants needed to synthesize it. The reactants are: [Cl:1][C:2]1[CH:7]=[CH:6][C:5]([C:8]2[S:9][CH:10]=[C:11]([CH2:13][S:14][C:15]3[C:20]([C:21]#[N:22])=[C:19]([C:23]4[CH:28]=[CH:27][C:26]([O:29][CH2:30][CH2:31][OH:32])=[CH:25][CH:24]=4)[C:18]([C:33]#[N:34])=[CH:17][N:16]=3)[N:12]=2)=[CH:4][CH:3]=1.[CH:35]([NH2:38])([CH3:37])[CH3:36].O.